From a dataset of Retrosynthesis with 50K atom-mapped reactions and 10 reaction types from USPTO. Predict the reactants needed to synthesize the given product. (1) The reactants are: COC(=O)c1cnc(N2CCC(n3cc(F)c4c(Nc5ccc(C(=O)N(C)C)cc5F)ncnc43)CC2)nc1. Given the product CN(C)C(=O)c1ccc(Nc2ncnc3c2c(F)cn3C2CCN(c3ncc(C(=O)O)cn3)CC2)c(F)c1, predict the reactants needed to synthesize it. (2) Given the product N#CCc1ccc(Br)c(Cl)c1, predict the reactants needed to synthesize it. The reactants are: Clc1cc(CBr)ccc1Br.[C-]#N.